This data is from HIV replication inhibition screening data with 41,000+ compounds from the AIDS Antiviral Screen. The task is: Binary Classification. Given a drug SMILES string, predict its activity (active/inactive) in a high-throughput screening assay against a specified biological target. (1) The drug is COc1cccc2c1OCC1Cc3ccccc3OC21. The result is 0 (inactive). (2) The drug is CC(CC(=O)Nc1ccccc1C)=NNS(=O)(=O)c1ccc(C)cc1. The result is 0 (inactive). (3) The compound is N#CC(=Cc1cccc(Cl)c1)C(=O)c1ccccc1. The result is 0 (inactive). (4) The molecule is CC1(CCC2C=CCC2)CCCNC1=S. The result is 1 (active). (5) The compound is CCOC(=O)c1c(N)ssc1=S. The result is 1 (active). (6) The molecule is CC(=O)N1CC(C)(C)c2c1cc(C)c(O)c2C. The result is 0 (inactive). (7) The compound is CS(=O)(=O)CC(Cc1ccccc1)C(=O)O. The result is 0 (inactive). (8) The drug is OC1CCOC1(O)c1ccccn1. The result is 0 (inactive). (9) The drug is COc1ccc(NC=C2C(=O)CCc3c2oc2cc(Cl)c(O)c(Cl)c32)cc1. The result is 0 (inactive). (10) The drug is O=C1NN2CCN=C2c2cnccc21. The result is 0 (inactive).